From a dataset of Forward reaction prediction with 1.9M reactions from USPTO patents (1976-2016). Predict the product of the given reaction. Given the reactants C(OC([N:8]1[CH2:13][CH2:12][O:11][C@@H:10]([C:14]2[CH:19]=[CH:18][C:17]([NH:20][C:21]([C:23]3[CH:28]=[C:27]([C:29]#[N:30])[CH:26]=[CH:25][N:24]=3)=[O:22])=[C:16]([F:31])[CH:15]=2)[CH2:9]1)=O)(C)(C)C.[ClH:32].O1CCOCC1, predict the reaction product. The product is: [ClH:32].[C:29]([C:27]1[CH:26]=[CH:25][N:24]=[C:23]([C:21]([NH:20][C:17]2[CH:18]=[CH:19][C:14]([C@@H:10]3[O:11][CH2:12][CH2:13][NH:8][CH2:9]3)=[CH:15][C:16]=2[F:31])=[O:22])[CH:28]=1)#[N:30].